This data is from Forward reaction prediction with 1.9M reactions from USPTO patents (1976-2016). The task is: Predict the product of the given reaction. (1) Given the reactants CCCC[N+](CCCC)(CCCC)CCCC.[F-].[Cl:19][C:20]1[C:21]([C:48]2[CH:53]=[CH:52][C:51]([O:54][CH3:55])=[CH:50][C:49]=2[F:56])=[CH:22][C:23]2[N:27]=[C:26]([O:28][C:29]3[CH:30]=[CH:31][C:32]([CH3:38])=[C:33]([CH:37]=3)[C:34]([OH:36])=[O:35])[N:25](COCC[Si](C)(C)C)[C:24]=2[CH:47]=1, predict the reaction product. The product is: [Cl:19][C:20]1[C:21]([C:48]2[CH:53]=[CH:52][C:51]([O:54][CH3:55])=[CH:50][C:49]=2[F:56])=[CH:22][C:23]2[N:27]=[C:26]([O:28][C:29]3[CH:30]=[CH:31][C:32]([CH3:38])=[C:33]([CH:37]=3)[C:34]([OH:36])=[O:35])[NH:25][C:24]=2[CH:47]=1. (2) Given the reactants [CH3:1][O:2][C:3]1[CH:4]=[C:5]([CH:9]=[CH:10][C:11]=1[O:12][CH2:13][C:14]#[C:15][CH2:16][CH3:17])[CH2:6][O:7][NH2:8].C(N(C(C)C)C(C)C)C.[Cl:27][C:28]1[CH:38]=[CH:37][C:31]([CH:32]([OH:36])[C:33](O)=[O:34])=[CH:30][CH:29]=1.F[P-](F)(F)(F)(F)F.N1(O[P+](N(C)C)(N(C)C)N(C)C)C2C=CC=CC=2N=N1, predict the reaction product. The product is: [Cl:27][C:28]1[CH:29]=[CH:30][C:31]([CH:32]([OH:36])[C:33]([NH:8][O:7][CH2:6][C:5]2[CH:9]=[CH:10][C:11]([O:12][CH2:13][C:14]#[C:15][CH2:16][CH3:17])=[C:3]([O:2][CH3:1])[CH:4]=2)=[O:34])=[CH:37][CH:38]=1. (3) Given the reactants Br[C:2]1[CH:10]=[CH:9][C:8]([C:11](=[O:13])[NH2:12])=[C:7]2[C:3]=1[CH:4]=[C:5]([C:14]1[CH2:19][CH2:18][N:17]([C:20]([O:22][C:23]([CH3:26])([CH3:25])[CH3:24])=[O:21])[CH2:16][CH:15]=1)[NH:6]2.[CH3:27][C:28]1[C:33](B2OC(C)(C)C(C)(C)O2)=[CH:32][CH:31]=[CH:30][C:29]=1[N:43]1[C:52](=[O:53])[C:51]2[C:46](=[CH:47][CH:48]=[CH:49][CH:50]=2)[N:45]=[CH:44]1.C([O-])([O-])=O.[Na+].[Na+], predict the reaction product. The product is: [C:11]([C:8]1[CH:9]=[CH:10][C:2]([C:33]2[CH:32]=[CH:31][CH:30]=[C:29]([N:43]3[C:52](=[O:53])[C:51]4[C:46](=[CH:47][CH:48]=[CH:49][CH:50]=4)[N:45]=[CH:44]3)[C:28]=2[CH3:27])=[C:3]2[C:7]=1[NH:6][C:5]([C:14]1[CH2:19][CH2:18][N:17]([C:20]([O:22][C:23]([CH3:24])([CH3:25])[CH3:26])=[O:21])[CH2:16][CH:15]=1)=[CH:4]2)(=[O:13])[NH2:12]. (4) Given the reactants [C:1]([C:5]1[N:9]([CH2:10][CH:11]2[CH2:16][CH2:15][O:14][CH2:13][CH2:12]2)[C:8]2[CH:17]=[CH:18][C:19]([S:21](Cl)(=[O:23])=[O:22])=[CH:20][C:7]=2[N:6]=1)([CH3:4])([CH3:3])[CH3:2].[CH3:25][C:26]1[CH:30]=[CH:29][NH:28][N:27]=1, predict the reaction product. The product is: [C:1]([C:5]1[N:9]([CH2:10][CH:11]2[CH2:16][CH2:15][O:14][CH2:13][CH2:12]2)[C:8]2[CH:17]=[CH:18][C:19]([S:21]([N:28]3[CH:29]=[CH:30][C:26]([CH3:25])=[N:27]3)(=[O:23])=[O:22])=[CH:20][C:7]=2[N:6]=1)([CH3:4])([CH3:3])[CH3:2]. (5) Given the reactants O1CCC[CH2:2]1.[CH3:6][O:7][C:8]1[C:13]([O:14][CH3:15])=[C:12]([O:16][CH3:17])[CH:11]=[C:10]([CH3:18])[C:9]=1[CH:19]([C:21]1[C:26]([Br:27])=[CH:25][N:24]=[CH:23][C:22]=1Br)[OH:20].C([Li])CCC.CI, predict the reaction product. The product is: [CH3:6][O:7][C:8]1[C:13]([O:14][CH3:15])=[C:12]([O:16][CH3:17])[CH:11]=[C:10]([CH3:18])[C:9]=1[CH:19]([C:21]1[C:22]([CH3:2])=[CH:23][N:24]=[CH:25][C:26]=1[Br:27])[OH:20]. (6) Given the reactants [OH:1][CH:2]([CH2:21][OH:22])[CH2:3][O:4][C:5]1[CH:10]=[CH:9][C:8]([C:11]2[O:15][N:14]=[C:13]([C:16]([O:18][CH2:19][CH3:20])=[O:17])[CH:12]=2)=[CH:7][CH:6]=1.O.[C:24]1(C)[CH:29]=CC(S(O)(=O)=O)=C[CH:25]=1.COC(OC)(C)C, predict the reaction product. The product is: [CH2:19]([O:18][C:16]([C:13]1[CH:12]=[C:11]([C:8]2[CH:7]=[CH:6][C:5]([O:4][CH2:3][C@H:2]3[CH2:21][O:22][C:24]([CH3:29])([CH3:25])[O:1]3)=[CH:10][CH:9]=2)[O:15][N:14]=1)=[O:17])[CH3:20]. (7) Given the reactants C([O:3][C:4](=[O:17])[CH2:5][CH:6]1[C:14]2[C:9](=[CH:10][C:11]([O:15][CH3:16])=[CH:12][CH:13]=2)[CH2:8][CH2:7]1)C.[OH-].[Na+], predict the reaction product. The product is: [CH3:16][O:15][C:11]1[CH:10]=[C:9]2[C:14](=[CH:13][CH:12]=1)[CH:6]([CH2:5][C:4]([OH:17])=[O:3])[CH2:7][CH2:8]2.